From a dataset of Full USPTO retrosynthesis dataset with 1.9M reactions from patents (1976-2016). Predict the reactants needed to synthesize the given product. Given the product [OH:38][C:32]([C:34]([F:37])([F:36])[F:35])=[O:33].[CH3:1][NH:2][C:19]1[CH:20]=[N:21][CH:22]=[CH:23][C:24]=1[N:25]1[CH2:30][CH2:29][CH2:28][CH2:27][CH:26]1[CH3:31], predict the reactants needed to synthesize it. The reactants are: [CH3:1][N:2]([C:19]1[CH:20]=[N:21][CH:22]=[CH:23][C:24]=1[N:25]1[CH2:30][CH2:29][CH2:28][CH2:27][CH:26]1[CH3:31])C(=O)C1C=C(C(F)(F)F)C=C(C(F)(F)F)C=1.[C:32]([OH:38])([C:34]([F:37])([F:36])[F:35])=[O:33].